This data is from Peptide-MHC class I binding affinity with 185,985 pairs from IEDB/IMGT. The task is: Regression. Given a peptide amino acid sequence and an MHC pseudo amino acid sequence, predict their binding affinity value. This is MHC class I binding data. (1) The peptide sequence is RPAPARLPL. The MHC is HLA-B15:09 with pseudo-sequence HLA-B15:09. The binding affinity (normalized) is 0.352. (2) The peptide sequence is VYRGTTTYKL. The MHC is HLA-A30:02 with pseudo-sequence HLA-A30:02. The binding affinity (normalized) is 0.183. (3) The peptide sequence is RLTQSHPIL. The MHC is HLA-A02:01 with pseudo-sequence HLA-A02:01. The binding affinity (normalized) is 0.314. (4) The peptide sequence is YHLGGIEGL. The MHC is HLA-A02:06 with pseudo-sequence HLA-A02:06. The binding affinity (normalized) is 0.581. (5) The peptide sequence is QAEKPLADL. The MHC is H-2-Kb with pseudo-sequence H-2-Kb. The binding affinity (normalized) is 0.108. (6) The peptide sequence is RYLEFEALGF. The MHC is HLA-A23:01 with pseudo-sequence HLA-A23:01. The binding affinity (normalized) is 0.857. (7) The peptide sequence is RPRLHSISF. The MHC is HLA-A69:01 with pseudo-sequence HLA-A69:01. The binding affinity (normalized) is 0.0847.